From a dataset of Reaction yield outcomes from USPTO patents with 853,638 reactions. Predict the reaction yield, written as a fraction of the theoretical maximum amount of product (1.0 means a 100% yield; for example, 0.34 means a 34% yield). (1) The reactants are Cl[C:2]1[C:11]2[C:6](=[CH:7][CH:8]=[CH:9][CH:10]=2)[N:5]=[CH:4][C:3]=1[N+:12]([O-:14])=[O:13].C(N(CC)CC)C.[NH2:22][CH2:23][C:24]1([OH:34])[CH2:33][CH2:32][C:27]2([O:31][CH2:30][CH2:29][O:28]2)[CH2:26][CH2:25]1. The catalyst is ClCCl.O. The product is [N+:12]([C:3]1[CH:4]=[N:5][C:6]2[C:11]([C:2]=1[NH:22][CH2:23][C:24]1([OH:34])[CH2:33][CH2:32][C:27]3([O:31][CH2:30][CH2:29][O:28]3)[CH2:26][CH2:25]1)=[CH:10][CH:9]=[CH:8][CH:7]=2)([O-:14])=[O:13]. The yield is 0.720. (2) The reactants are [Cl:1][C:2]1[CH:3]=[C:4]([C:9]2[CH:17]=[CH:16][CH:15]=[C:14]3[C:10]=2[CH:11]=[CH:12][NH:13]3)[CH:5]=[CH:6][C:7]=1[F:8].[Br-].[Br-].[Br-].[NH+]1C=CC=CC=1.[NH+]1C=CC=CC=1.[NH+]1C=CC=CC=1.C(O)(=[O:41])C. The catalyst is CC(O)(C)C.C(O)C.C(O)(=O)C.[Zn]. The product is [Cl:1][C:2]1[CH:3]=[C:4]([C:9]2[CH:17]=[CH:16][CH:15]=[C:14]3[C:10]=2[CH2:11][C:12](=[O:41])[NH:13]3)[CH:5]=[CH:6][C:7]=1[F:8]. The yield is 0.640. (3) The catalyst is C1COCC1. The reactants are [Br:1][C:2]1[CH:7]=[C:6]([O:8][CH3:9])[CH:5]=[CH:4][C:3]=1[C:10](=[O:12])[CH3:11].[CH3:13][Mg+].[Br-].[Cl-].[NH4+]. The yield is 0.690. The product is [Br:1][C:2]1[CH:7]=[C:6]([O:8][CH3:9])[CH:5]=[CH:4][C:3]=1[C:10]([OH:12])([CH3:13])[CH3:11].